Dataset: Reaction yield outcomes from USPTO patents with 853,638 reactions. Task: Predict the reaction yield, written as a fraction of the theoretical maximum amount of product (1.0 means a 100% yield; for example, 0.34 means a 34% yield). (1) The reactants are [CH3:1][C:2]1[C:7]([CH2:8][CH3:9])=[N:6][CH:5]=[CH:4][N:3]=1.[Se](=O)=[O:11]. The catalyst is O1CCOCC1. The product is [CH2:8]([C:7]1[C:2]([CH:1]=[O:11])=[N:3][CH:4]=[CH:5][N:6]=1)[CH3:9]. The yield is 0.120. (2) The reactants are [N:1]1([C:6]2[CH:11]=[CH:10][C:9]([CH:12]([O:17][CH3:18])[C:13]([O:15]C)=[O:14])=[CH:8][CH:7]=2)[CH:5]=[CH:4][CH:3]=[N:2]1.[OH-].[K+]. The catalyst is CO. The product is [N:1]1([C:6]2[CH:7]=[CH:8][C:9]([CH:12]([O:17][CH3:18])[C:13]([OH:15])=[O:14])=[CH:10][CH:11]=2)[CH:5]=[CH:4][CH:3]=[N:2]1. The yield is 0.950. (3) The reactants are [CH2:1]([N:3]1[CH:12]=[C:11]([C:13]([O:15][CH3:16])=[O:14])[C:10]2[C:5](=[CH:6][C:7]([O:20][CH3:21])=[C:8](B(O)O)[CH:9]=2)[C:4]1=[O:22])[CH3:2].[OH-].[Na+].C(=O)(O)[O-:26].[Na+].OO.Cl. The catalyst is CC(C)=O.O. The product is [CH3:16][O:15][C:13]([C:11]1[C:10]2[C:5](=[CH:6][C:7]([O:20][CH3:21])=[C:8]([OH:26])[CH:9]=2)[C:4](=[O:22])[N:3]([CH2:1][CH3:2])[CH:12]=1)=[O:14]. The yield is 0.289.